This data is from Peptide-MHC class II binding affinity with 134,281 pairs from IEDB. The task is: Regression. Given a peptide amino acid sequence and an MHC pseudo amino acid sequence, predict their binding affinity value. This is MHC class II binding data. (1) The peptide sequence is AGELELQFRRVKSKYPEGTK. The MHC is HLA-DQA10501-DQB10201 with pseudo-sequence HLA-DQA10501-DQB10201. The binding affinity (normalized) is 0. (2) The MHC is DRB3_0101 with pseudo-sequence DRB3_0101. The peptide sequence is LVKFVAGDGDVVAVD. The binding affinity (normalized) is 0.374. (3) The peptide sequence is RHIVGKPCPKPHRLN. The MHC is DRB1_1302 with pseudo-sequence DRB1_1302. The binding affinity (normalized) is 0.211. (4) The peptide sequence is GELQYVDKIDAAFKI. The MHC is DRB1_1501 with pseudo-sequence DRB1_1501. The binding affinity (normalized) is 0.365. (5) The peptide sequence is NHDPTPLCQKQTSTV. The MHC is DRB1_0101 with pseudo-sequence DRB1_0101. The binding affinity (normalized) is 0.184.